This data is from Full USPTO retrosynthesis dataset with 1.9M reactions from patents (1976-2016). The task is: Predict the reactants needed to synthesize the given product. (1) Given the product [S:42]([OH:45])([OH:44])(=[O:43])=[O:41].[C:1]([O:4][CH2:5][CH2:6][N:7]1[CH2:12][CH2:11][N:10]([S:13]([C:16]2[CH:17]=[CH:18][C:19]([O:37][CH2:38][CH2:39][CH3:40])=[C:20]([C:22]3[NH:23][C:24](=[O:36])[C:25]4[N:30]([CH2:31][CH3:32])[CH:29]=[C:28]([CH2:33][CH2:34][CH3:35])[C:26]=4[N:27]=3)[CH:21]=2)(=[O:15])=[O:14])[CH2:9][CH2:8]1)(=[O:3])[CH3:2], predict the reactants needed to synthesize it. The reactants are: [C:1]([O:4][CH2:5][CH2:6][N:7]1[CH2:12][CH2:11][N:10]([S:13]([C:16]2[CH:17]=[CH:18][C:19]([O:37][CH2:38][CH2:39][CH3:40])=[C:20]([C:22]3[NH:23][C:24](=[O:36])[C:25]4[N:30]([CH2:31][CH3:32])[CH:29]=[C:28]([CH2:33][CH2:34][CH3:35])[C:26]=4[N:27]=3)[CH:21]=2)(=[O:15])=[O:14])[CH2:9][CH2:8]1)(=[O:3])[CH3:2].[OH:41][S:42]([OH:45])(=[O:44])=[O:43]. (2) The reactants are: [CH:1]([C:3]1[CH:4]=[C:5]2[C:10](=[CH:11][CH:12]=1)[N:9]=[CH:8][C:7]([C:13]#[N:14])=[C:6]2[CH2:15][CH2:16][CH2:17][CH3:18])=O.COC1C=CC(/C=[C:34]2/[C:35]([NH:37][C:38]([S:40]/2)=[NH:39])=[O:36])=CC=1OC1CCCC1.C([O-])(=O)C.[Na+]. Given the product [NH2:39][C:38]1[S:40]/[C:34](=[CH:1]\[C:3]2[CH:4]=[C:5]3[C:10](=[CH:11][CH:12]=2)[N:9]=[CH:8][C:7]([C:13]#[N:14])=[C:6]3[CH2:15][CH2:16][CH2:17][CH3:18])/[C:35](=[O:36])[N:37]=1, predict the reactants needed to synthesize it. (3) Given the product [Cl:13][C:14]1[CH:15]=[C:16]([C:17]([N:8]2[C:7]3[CH:12]=[C:3]([O:2][CH3:1])[CH:4]=[CH:5][C:6]=3[O:11][CH2:10][CH2:9]2)=[O:18])[CH:20]=[C:21]([Cl:24])[C:22]=1[OH:23], predict the reactants needed to synthesize it. The reactants are: [CH3:1][O:2][C:3]1[CH:4]=[CH:5][C:6]2[O:11][CH2:10][CH2:9][NH:8][C:7]=2[CH:12]=1.[Cl:13][C:14]1[CH:15]=[C:16]([CH:20]=[C:21]([Cl:24])[C:22]=1[OH:23])[C:17](Cl)=[O:18].